From a dataset of Full USPTO retrosynthesis dataset with 1.9M reactions from patents (1976-2016). Predict the reactants needed to synthesize the given product. (1) Given the product [CH3:13][O:12][C:3]1[CH:4]=[C:5]([CH:8]=[CH:9][CH:10]=[C:19]2[C:15]([CH3:14])=[N:16][N:17]([C:21]3[CH:26]=[CH:25][CH:24]=[CH:23][CH:22]=3)[C:18]2=[O:20])[CH:6]=[CH:7][C:2]=1[O:1][CH2:37][O:35][CH3:27], predict the reactants needed to synthesize it. The reactants are: [OH:1][C:2]1[CH:7]=[CH:6][C:5]([CH:8]=[CH:9][CH:10]=O)=[CH:4][C:3]=1[O:12][CH3:13].[CH3:14][C:15]1[CH2:19][C:18](=[O:20])[N:17]([C:21]2[CH:26]=[CH:25][CH:24]=[CH:23][CH:22]=2)[N:16]=1.[C:27]([OH:35])(=O)C1C=CC=CC=1.N1CCCC[CH2:37]1. (2) Given the product [F:51][C:45]1[C:46]([F:50])=[CH:47][CH:48]=[CH:49][C:44]=1[NH:43][C:41](=[O:42])[CH2:40][C:38]1[NH:37][N:36]=[C:35]([NH:34][C:28]2[C:27]3[C:32](=[CH:33][C:24]([O:23][CH2:22][CH2:21][CH2:20][N:16]4[CH2:17][CH2:18][CH2:19][C@@H:15]4[CH2:14][OH:13])=[CH:25][CH:26]=3)[N:31]=[CH:30][N:29]=2)[CH:39]=1, predict the reactants needed to synthesize it. The reactants are: P([O:13][CH2:14][C@H:15]1[CH2:19][CH2:18][CH2:17][N:16]1[CH2:20][CH2:21][CH2:22][O:23][C:24]1[CH:33]=[C:32]2[C:27]([C:28]([NH:34][C:35]3[CH:39]=[C:38]([CH2:40][C:41]([NH:43][C:44]4[CH:49]=[CH:48][CH:47]=[C:46]([F:50])[C:45]=4[F:51])=[O:42])[NH:37][N:36]=3)=[N:29][CH:30]=[N:31]2)=[CH:26][CH:25]=1)(OC(C)(C)C)(OC(C)(C)C)=O.N1CCC[C@@H]1CO. (3) Given the product [F:21][C:22]1[CH:30]=[C:29]2[C:25]([C:26]([C:2]3[CH:3]=[CH:4][C:5]4[S:9](=[O:11])(=[O:10])[N:8]([CH2:12][CH:13]([OH:18])[C:14]([NH:16][CH3:17])=[O:15])[CH:7]([CH3:19])[C:6]=4[CH:20]=3)=[CH:27][N:28]2[C:31]([O:33][C:34]([CH3:37])([CH3:36])[CH3:35])=[O:32])=[CH:24][CH:23]=1, predict the reactants needed to synthesize it. The reactants are: Br[C:2]1[CH:3]=[CH:4][C:5]2[S:9](=[O:11])(=[O:10])[N:8]([CH2:12][CH:13]([OH:18])[C:14]([NH:16][CH3:17])=[O:15])[CH:7]([CH3:19])[C:6]=2[CH:20]=1.[F:21][C:22]1[CH:30]=[C:29]2[C:25]([C:26](B3OC(C)(C)C(C)(C)O3)=[CH:27][N:28]2[C:31]([O:33][C:34]([CH3:37])([CH3:36])[CH3:35])=[O:32])=[CH:24][CH:23]=1.[O-]P([O-])([O-])=O.[K+].[K+].[K+]. (4) Given the product [ClH:21].[Cl:21][C:22]1[CH:23]=[C:24]([C:25]2[C:12]3[CH:11]=[CH:10][C:9]([O:13][CH2:14][CH2:15][O:16][CH3:17])=[C:8]([O:18][CH3:19])[C:7]=3[C:6]3[C:2]([CH3:1])=[N:3][NH:4][C:5]=3[N:20]=2)[CH:27]=[CH:28][C:29]=1[OH:30], predict the reactants needed to synthesize it. The reactants are: [CH3:1][C:2]1[C:6]([C:7]2[CH:12]=[CH:11][CH:10]=[C:9]([O:13][CH2:14][CH2:15][O:16][CH3:17])[C:8]=2[O:18][CH3:19])=[C:5]([NH2:20])[NH:4][N:3]=1.[Cl:21][C:22]1[CH:23]=[C:24]([CH:27]=[CH:28][C:29]=1[OH:30])[CH:25]=O.FC(F)(F)C(O)=O. (5) The reactants are: [Br:1][C:2]1[C:3]([OH:22])=[C:4]([Cl:21])[C:5]2[C:10]([CH:11]=1)=[CH:9][C:8]([C:12]1[CH:17]=[CH:16][C:15]([O:18]C)=[CH:14][CH:13]=1)=[CH:7][C:6]=2[Cl:20].B(Br)(Br)Br. Given the product [Br:1][C:2]1[C:3]([OH:22])=[C:4]([Cl:21])[C:5]2[C:10]([CH:11]=1)=[CH:9][C:8]([C:12]1[CH:13]=[CH:14][C:15]([OH:18])=[CH:16][CH:17]=1)=[CH:7][C:6]=2[Cl:20], predict the reactants needed to synthesize it.